Predict the reaction yield, written as a fraction of the theoretical maximum amount of product (1.0 means a 100% yield; for example, 0.34 means a 34% yield). From a dataset of Reaction yield outcomes from USPTO patents with 853,638 reactions. (1) The reactants are [C:1]([N:8]1[CH:12]=[CH:11][N:10]=[CH:9]1)(N1C=CN=C1)=[O:2].NC1[C:19]([OH:20])=[CH:18]C=CN=1. The catalyst is O1CCCC1. The product is [O:20]1[C:19]2[C:9](=[N:10][CH:11]=[CH:12][CH:18]=2)[NH:8][C:1]1=[O:2]. The yield is 0.790. (2) The reactants are [C:1]([NH:5][C:6]1[CH:11]=[CH:10][CH:9]=[CH:8][CH:7]=1)([CH3:4])([CH3:3])[CH3:2].[Li]CCCC.[Si:17](Cl)([CH3:20])([CH3:19])[CH3:18]. The catalyst is C1COCC1. The product is [C:1]([N:5]([Si:17]([CH3:20])([CH3:19])[CH3:18])[C:6]1[CH:11]=[CH:10][CH:9]=[CH:8][CH:7]=1)([CH3:4])([CH3:2])[CH3:3]. The yield is 0.702. (3) The reactants are FC(F)(F)C(O)=O.C(OC(=O)[NH:14][C:15]1[N:20]=[CH:19][C:18]([C:21]2[N:29]=[C:28]3[C:24]([N:25]=[C:26]([N:35]4[CH2:40][CH2:39][N:38]([C:41](=[O:47])[C:42]([N:44]([CH3:46])[CH3:45])=[O:43])[CH2:37][CH2:36]4)[N:27]3[CH2:30][C:31]([F:34])([F:33])[F:32])=[C:23]([N:48]3[CH2:53][CH2:52][O:51][CH2:50][CH2:49]3)[N:22]=2)=[CH:17][N:16]=1)(C)(C)C. The catalyst is C1(C)C=CC=CC=1. The product is [NH2:14][C:15]1[N:20]=[CH:19][C:18]([C:21]2[N:29]=[C:28]3[C:24]([N:25]=[C:26]([N:35]4[CH2:36][CH2:37][N:38]([C:41](=[O:47])[C:42]([N:44]([CH3:46])[CH3:45])=[O:43])[CH2:39][CH2:40]4)[N:27]3[CH2:30][C:31]([F:33])([F:34])[F:32])=[C:23]([N:48]3[CH2:49][CH2:50][O:51][CH2:52][CH2:53]3)[N:22]=2)=[CH:17][N:16]=1. The yield is 0.880. (4) The reactants are [NH2:1][C:2]1[N:7]=[C:6]([C:8]2[CH:9]=[CH:10][C:11]([Cl:31])=[C:12]([CH:30]=2)[C:13]([NH:15][C:16]2[N:20]([C:21]3[CH:26]=[CH:25][CH:24]=[CH:23][CH:22]=3)[N:19]=[C:18]([C:27]([NH2:29])=[O:28])[CH:17]=2)=[O:14])[C:5]([F:32])=[CH:4][CH:3]=1.[C:33](OC(=O)C)(=[O:35])[CH3:34].O.C(=O)([O-])[O-].[K+].[K+]. The catalyst is C(O)(=O)C. The product is [C:33]([NH:1][C:2]1[N:7]=[C:6]([C:8]2[CH:9]=[CH:10][C:11]([Cl:31])=[C:12]([CH:30]=2)[C:13]([NH:15][C:16]2[N:20]([C:21]3[CH:26]=[CH:25][CH:24]=[CH:23][CH:22]=3)[N:19]=[C:18]([C:27]([NH2:29])=[O:28])[CH:17]=2)=[O:14])[C:5]([F:32])=[CH:4][CH:3]=1)(=[O:35])[CH3:34]. The yield is 0.400.